Dataset: Forward reaction prediction with 1.9M reactions from USPTO patents (1976-2016). Task: Predict the product of the given reaction. (1) Given the reactants [N:1]1([CH2:7][CH2:8][N:9]2[CH2:14][CH2:13][O:12][CH2:11][CH2:10]2)[CH2:6][CH2:5][NH:4][CH2:3][CH2:2]1.[ClH:15].[CH3:16][O:17][C:18]1[C:26]2[O:25][C:24]([CH3:28])([CH3:27])[CH2:23][C:22]=2[C:21]([C:29]2[C@@H:38]3[C@@H:33]([CH2:34][CH:35]=[CH:36][CH2:37]3)[C:32](=[O:39])[N:31]([C:40]3[CH:45]=[CH:44][C:43]([C:46](N4CCN(C/C=C/C5C=CC=CC=5)CC4)=[O:47])=[CH:42][CH:41]=3)[N:30]=2)=[CH:20][CH:19]=1, predict the reaction product. The product is: [ClH:15].[ClH:15].[CH3:16][O:17][C:18]1[C:26]2[O:25][C:24]([CH3:28])([CH3:27])[CH2:23][C:22]=2[C:21]([C:29]2[C@@H:38]3[C@@H:33]([CH2:34][CH:35]=[CH:36][CH2:37]3)[C:32](=[O:39])[N:31]([C:40]3[CH:45]=[CH:44][C:43]([C:46]([N:4]4[CH2:3][CH2:2][N:1]([CH2:7][CH2:8][N:9]5[CH2:10][CH2:11][O:12][CH2:13][CH2:14]5)[CH2:6][CH2:5]4)=[O:47])=[CH:42][CH:41]=3)[N:30]=2)=[CH:20][CH:19]=1. (2) The product is: [C:22]([O:14][CH2:13][C@H:12]([C:3]1[C:4]([CH3:11])=[CH:5][C:6]([N+:8]([O-:10])=[O:9])=[CH:7][C:2]=1[Br:1])[OH:15])(=[O:23])[C:24]([CH3:27])([CH3:26])[CH3:25]. Given the reactants [Br:1][C:2]1[CH:7]=[C:6]([N+:8]([O-:10])=[O:9])[CH:5]=[C:4]([CH3:11])[C:3]=1[C@H:12]([OH:15])[CH2:13][OH:14].N1C=CC=CC=1.[C:22](Cl)([C:24]([CH3:27])([CH3:26])[CH3:25])=[O:23].C([O-])(O)=O.[Na+], predict the reaction product. (3) Given the reactants [S:1]1[CH:5]=[CH:4][CH:3]=[C:2]1[C:6]1[NH:7][C:8](=[O:20])[C:9]2[C:13]=1[C:12](=O)[NH:11][C:10]=2[C:15]1[S:16][CH:17]=[CH:18][CH:19]=1.[C:21]([O-:24])([O-])=O.[Cs+].[Cs+].Br[CH2:28][CH2:29][CH2:30][CH2:31][CH2:32][CH2:33][CH2:34][CH2:35][CH2:36][CH2:37][CH2:38][CH2:39][CH2:40][CH2:41][CH2:42][CH3:43], predict the reaction product. The product is: [CH2:12]([N:11]1[C:10]([C:15]2[S:16][CH:17]=[CH:18][CH:19]=2)=[C:9]2[C:13](=[C:6]([C:2]3[S:1][CH:5]=[CH:4][CH:3]=3)[N:7]([CH2:28][CH2:29][CH2:30][CH2:31][CH2:32][CH2:33][CH2:34][CH2:35][CH2:36][CH2:37][CH2:38][CH2:39][CH2:40][CH2:41][CH2:42][CH3:43])[C:8]2=[O:20])[C:21]1=[O:24])[CH2:42][CH2:41][CH2:40][CH2:39][CH2:38][CH2:37][CH2:36][CH2:35][CH2:34][CH2:33][CH2:32][CH2:31][CH2:30][CH2:29][CH3:28]. (4) The product is: [CH2:1]([N:8]1[CH2:13][CH2:12][N:11]([C:14]2[CH:23]=[CH:22][C:21]([N+:24]([O-:26])=[O:25])=[CH:20][C:15]=2[C:16]([O:18][CH3:19])=[O:17])[CH:10]([CH2:27][O:28][S:37]([CH3:36])(=[O:39])=[O:38])[CH2:9]1)[C:2]1[CH:3]=[CH:4][CH:5]=[CH:6][CH:7]=1. Given the reactants [CH2:1]([N:8]1[CH2:13][CH2:12][N:11]([C:14]2[CH:23]=[CH:22][C:21]([N+:24]([O-:26])=[O:25])=[CH:20][C:15]=2[C:16]([O:18][CH3:19])=[O:17])[CH:10]([CH2:27][OH:28])[CH2:9]1)[C:2]1[CH:7]=[CH:6][CH:5]=[CH:4][CH:3]=1.C(N(CC)CC)C.[CH3:36][S:37](Cl)(=[O:39])=[O:38], predict the reaction product. (5) The product is: [Br:2][C:3]1[CH:4]=[C:5]2[C:15](=[CH:16][CH:17]=1)[O:14][C:8]1([CH2:13][CH2:12][CH2:11][O:10][CH2:9]1)[CH2:7][C:6]2=[NH:18]. Given the reactants Cl.[Br:2][C:3]1[CH:4]=[C:5]2[C:15](=[CH:16][CH:17]=1)[O:14][C:8]1([CH2:13][CH2:12][CH2:11][O:10][CH2:9]1)[CH2:7][C:6]2=[N:18]S(C(C)(C)C)=O, predict the reaction product. (6) Given the reactants COC(=O)C1C=C(I)C=CC=1[C:11](=[O:27])[C:12]1[CH:17]=[CH:16][C:15]([N:18]([C:20]2[CH:25]=[CH:24][C:23]([Cl:26])=[CH:22][CH:21]=2)[CH3:19])=[CH:14][N:13]=1.[CH2:29]([SH:35])[CH2:30][CH2:31][CH2:32][CH2:33][CH3:34].C1(P(C2C=CC=CC=2)C2C=CC=CC=2[O:49][C:50]2C=CC=CC=2P(C2C=CC=CC=2)C2C=CC=CC=2)C=CC=CC=1.CC(C)([O-:78])C.[K+].[C:81]1([CH3:87])[CH:86]=[CH:85][CH:84]=[CH:83][CH:82]=1, predict the reaction product. The product is: [CH3:50][O:49][C:87](=[O:78])[C:81]1[CH:86]=[C:85]([S:35][CH2:29][CH2:30][CH2:31][CH2:32][CH2:33][CH3:34])[CH:84]=[C:83]([C:11](=[O:27])[C:12]2[CH:17]=[CH:16][C:15]([N:18]([C:20]3[CH:21]=[CH:22][C:23]([Cl:26])=[CH:24][CH:25]=3)[CH3:19])=[CH:14][N:13]=2)[CH:82]=1.